From a dataset of Catalyst prediction with 721,799 reactions and 888 catalyst types from USPTO. Predict which catalyst facilitates the given reaction. (1) Reactant: [H-].[Na+].[F:3][CH:4]([F:7])[CH2:5][OH:6].C(Cl)Cl.Cl[C:12]1[N:20]=[C:19]([Cl:21])[CH:18]=[CH:17][C:13]=1[C:14]([OH:16])=[O:15]. Product: [Cl:21][C:19]1[CH:18]=[CH:17][C:13]([C:14]([OH:16])=[O:15])=[C:12]([O:6][CH2:5][CH:4]([F:7])[F:3])[N:20]=1. The catalyst class is: 90. (2) Reactant: Br[C:2]1[S:6][C:5]([C:7]([NH:9][C:10]2[N:14]([CH2:15][CH:16]3[CH2:19][N:18]([C:20]([O:22][C:23]([CH3:26])([CH3:25])[CH3:24])=[O:21])[CH2:17]3)[C:13]3[CH:27]=[CH:28][CH:29]=[CH:30][C:12]=3[N:11]=2)=[O:8])=[CH:4][CH:3]=1.CC1(C)OB([C:37]2[CH:38]=[N:39][N:40](C(OC(C)(C)C)=O)[CH:41]=2)OC1(C)C.C(=O)([O-])[O-].[K+].[K+].O1CCOCC1. Product: [NH:39]1[CH:38]=[C:37]([C:2]2[S:6][C:5]([C:7]([NH:9][C:10]3[N:14]([CH2:15][CH:16]4[CH2:17][N:18]([C:20]([O:22][C:23]([CH3:26])([CH3:24])[CH3:25])=[O:21])[CH2:19]4)[C:13]4[CH:27]=[CH:28][CH:29]=[CH:30][C:12]=4[N:11]=3)=[O:8])=[CH:4][CH:3]=2)[CH:41]=[N:40]1. The catalyst class is: 263. (3) Reactant: [Cl:1][C:2]1[C:10]([O:11][CH2:12][CH2:13][CH2:14]Cl)=[CH:9][C:8]([C:16]2[N:17]([C:32]([O:34][C:35]([CH3:38])([CH3:37])[CH3:36])=[O:33])[C:18]3[C:23]([CH:24]=2)=[CH:22][C:21]([CH2:25][N:26]2[CH2:31][CH2:30][CH2:29][CH2:28][CH2:27]2)=[CH:20][CH:19]=3)=[C:7]2[C:3]=1[CH2:4][NH:5][C:6]2=[O:39].[OH:40][CH:41]1[CH2:46][CH2:45][NH:44][CH2:43][CH2:42]1.O. Product: [Cl:1][C:2]1[C:10]([O:11][CH2:12][CH2:13][CH2:14][N:44]2[CH2:45][CH2:46][CH:41]([OH:40])[CH2:42][CH2:43]2)=[CH:9][C:8]([C:16]2[N:17]([C:32]([O:34][C:35]([CH3:38])([CH3:37])[CH3:36])=[O:33])[C:18]3[C:23]([CH:24]=2)=[CH:22][C:21]([CH2:25][N:26]2[CH2:27][CH2:28][CH2:29][CH2:30][CH2:31]2)=[CH:20][CH:19]=3)=[C:7]2[C:3]=1[CH2:4][NH:5][C:6]2=[O:39]. The catalyst class is: 80. (4) Reactant: [NH2:1][C:2]1[CH:3]=[C:4]([NH:9][C:10](=[O:22])[C:11]2[CH:16]=[CH:15][CH:14]=[C:13]([C:17]([C:20]#[N:21])([CH3:19])[CH3:18])[CH:12]=2)[CH:5]=[CH:6][C:7]=1[CH3:8].C(N(CC)CC)C.[Cl:30][C:31]1[N:36]=[C:35]2[S:37][C:38]([C:40](Cl)=[O:41])=[CH:39][C:34]2=[N:33][CH:32]=1. Product: [Cl:30][C:31]1[N:36]=[C:35]2[S:37][C:38]([C:40]([NH:1][C:2]3[CH:3]=[C:4]([NH:9][C:10](=[O:22])[C:11]4[CH:16]=[CH:15][CH:14]=[C:13]([C:17]([C:20]#[N:21])([CH3:19])[CH3:18])[CH:12]=4)[CH:5]=[CH:6][C:7]=3[CH3:8])=[O:41])=[CH:39][C:34]2=[N:33][CH:32]=1. The catalyst class is: 2. (5) Product: [N:14]1[CH:15]=[CH:16][CH:17]=[CH:18][C:13]=1[NH:12][C:2]1[CH:11]=[CH:10][C:9]2[C:4](=[CH:5][CH:6]=[CH:7][CH:8]=2)[N:3]=1. The catalyst class is: 835. Reactant: Br[C:2]1[CH:11]=[CH:10][C:9]2[C:4](=[CH:5][CH:6]=[CH:7][CH:8]=2)[N:3]=1.[NH2:12][C:13]1[CH:18]=[CH:17][CH:16]=[CH:15][N:14]=1.C(O[K])(C)(C)C. (6) Reactant: [Cl:1][C:2]1[CH:3]=[C:4]([CH:41]=[CH:42][C:43]=1[Cl:44])[CH2:5][C@H:6]1[CH2:10][N:9]([C:11]([CH2:13][C:14]([O:16]C)=[O:15])=[O:12])[C@H:8]([CH2:18][CH2:19][NH:20][C:21](=[O:40])[CH2:22][S:23][C:24]2[N:29]=[CH:28][C:27]([C:30]3[CH:35]=[CH:34][C:33]([O:36][CH3:37])=[C:32]([O:38][CH3:39])[CH:31]=3)=[CH:26][N:25]=2)[CH2:7]1.[Li+].[OH-].O.OS(O)(=O)=O. Product: [Cl:1][C:2]1[CH:3]=[C:4]([CH:41]=[CH:42][C:43]=1[Cl:44])[CH2:5][C@H:6]1[CH2:10][N:9]([C:11]([CH2:13][C:14]([OH:16])=[O:15])=[O:12])[C@H:8]([CH2:18][CH2:19][NH:20][C:21](=[O:40])[CH2:22][S:23][C:24]2[N:25]=[CH:26][C:27]([C:30]3[CH:35]=[CH:34][C:33]([O:36][CH3:37])=[C:32]([O:38][CH3:39])[CH:31]=3)=[CH:28][N:29]=2)[CH2:7]1. The catalyst class is: 5. (7) Product: [CH2:37]([O:36][C:33](=[O:35])[CH2:34][CH2:16][CH2:15][CH2:14][N:13]([CH2:23][CH2:24][C:25]1[CH:30]=[CH:29][CH:28]=[CH:27][C:26]=1[OH:31])[CH:9]1[CH2:8][CH2:7][CH2:6][C:5]2[N:4]=[C:3]([C:33]([O:36][CH2:37][CH3:38])=[O:35])[CH:12]=[CH:11][C:10]1=2)[CH3:38]. The catalyst class is: 201. Reactant: C([C:3]1[CH:12]=[CH:11][C:10]2[CH:9]([N:13]([CH2:23][CH2:24][C:25]3[CH:30]=[CH:29][CH:28]=[CH:27][C:26]=3[O:31]C)[CH2:14][CH2:15][CH2:16]CC(OCC)=O)[CH2:8][CH2:7][CH2:6][C:5]=2[N:4]=1)#N.[C:33]([O:36][CH2:37][CH3:38])(=[O:35])[CH3:34]. (8) Reactant: [CH2:1]([NH:8][C:9]1[N:14]=[N:13][C:12]([C:15]#[N:16])=[CH:11][CH:10]=1)[C:2]1[CH:7]=[CH:6][CH:5]=[CH:4][CH:3]=1.[NH2:17][OH:18]. The catalyst class is: 14. Product: [CH2:1]([NH:8][C:9]1[N:14]=[N:13][C:12]([C:15](=[N:17][OH:18])[NH2:16])=[CH:11][CH:10]=1)[C:2]1[CH:7]=[CH:6][CH:5]=[CH:4][CH:3]=1. (9) Reactant: I[C:2]1[N:3]=[C:4]([CH:14]2[CH2:19][CH2:18][N:17]([C:20]([O:22][C:23]([CH3:26])([CH3:25])[CH3:24])=[O:21])[CH2:16][CH2:15]2)[N:5]([CH2:7][CH2:8][N:9]2[CH2:13][CH2:12][CH2:11][CH2:10]2)[CH:6]=1.C([Li])CCC.[CH:32](=[O:34])[CH3:33]. Product: [OH:34][CH:32]([C:2]1[N:3]=[C:4]([CH:14]2[CH2:19][CH2:18][N:17]([C:20]([O:22][C:23]([CH3:26])([CH3:25])[CH3:24])=[O:21])[CH2:16][CH2:15]2)[N:5]([CH2:7][CH2:8][N:9]2[CH2:13][CH2:12][CH2:11][CH2:10]2)[CH:6]=1)[CH3:33]. The catalyst class is: 7. (10) Reactant: [C:1]([C:4]1[NH:8][C:7]2[C:9]([Cl:13])=[C:10]([Cl:12])[S:11][C:6]=2[CH:5]=1)([OH:3])=O.Cl.[CH2:15]([O:17][C:18](=[O:21])[CH2:19][NH2:20])[CH3:16].CCN(C(C)C)C(C)C.C1C=CC2N(O)N=NC=2C=1.CCN=C=NCCCN(C)C. Product: [Cl:12][C:10]1[S:11][C:6]2[CH:5]=[C:4]([C:1](=[O:3])[NH:20][CH2:19][C:18]([O:17][CH2:15][CH3:16])=[O:21])[NH:8][C:7]=2[C:9]=1[Cl:13]. The catalyst class is: 4.